This data is from Forward reaction prediction with 1.9M reactions from USPTO patents (1976-2016). The task is: Predict the product of the given reaction. (1) Given the reactants [N:1]1[CH:6]=[CH:5][CH:4]=[C:3]([N:7]2[CH2:13][C@@H:12]3[C@@H:9]([CH2:10][N:11]3C(OC(C)(C)C)=O)[CH2:8]2)[CH:2]=1.O.[CH3:22][C:23]1[CH:28]=[CH:27][C:26]([S:29]([OH:32])(=[O:31])=[O:30])=[CH:25][CH:24]=1, predict the reaction product. The product is: [CH3:22][C:23]1[CH:24]=[CH:25][C:26]([S:29]([OH:32])(=[O:31])=[O:30])=[CH:27][CH:28]=1.[CH3:22][C:23]1[CH:24]=[CH:25][C:26]([S:29]([OH:32])(=[O:31])=[O:30])=[CH:27][CH:28]=1.[N:1]1[CH:6]=[CH:5][CH:4]=[C:3]([N:7]2[CH2:13][C@@H:12]3[C@@H:9]([CH2:10][NH:11]3)[CH2:8]2)[CH:2]=1. (2) Given the reactants [OH-].[K+].[SH2:3].[Cl:4][C:5]1[C:9]([Cl:10])=[C:8]([C:11](Cl)=[O:12])[S:7][N:6]=1, predict the reaction product. The product is: [Cl:4][C:5]1[C:9]([Cl:10])=[C:8]([C:11](=[S:3])[OH:12])[S:7][N:6]=1. (3) Given the reactants [Br:1][C:2]1([Br:12])[C:10]2[C:5](=[N:6][CH:7]=[CH:8][CH:9]=2)[NH:4][C:3]1=[O:11].[Br:13]Br.C(=O)(O)[O-].[Na+], predict the reaction product. The product is: [Br:12][C:2]1([Br:1])[C:10]2[C:5](=[N:6][CH:7]=[C:8]([Br:13])[CH:9]=2)[NH:4][C:3]1=[O:11]. (4) Given the reactants [CH2:1]([C:3]1[N:8]=[C:7]([C:9]2[CH:14]=[CH:13]C=CN=2)[C:6]([O:15]C2C=CN=C(NC3C=CC(S(N)(=O)=O)=CC=3)C=2)=[CH:5][CH:4]=1)C, predict the reaction product. The product is: [CH3:1][C:3]1[N:8]=[C:7]([CH2:9][CH2:14][CH3:13])[C:6]([OH:15])=[CH:5][CH:4]=1. (5) The product is: [Br:21][C:4]1[C:5]2[C:10](=[CH:9][C:8]([C:13]3[CH:18]=[CH:17][C:16]([O:19][CH3:20])=[CH:15][CH:14]=3)=[CH:7][CH:6]=2)[CH:11]=[CH:12][C:3]=1[O:2][CH3:1]. Given the reactants [CH3:1][O:2][C:3]1[CH:12]=[CH:11][C:10]2[C:5](=[CH:6][CH:7]=[C:8]([C:13]3[CH:18]=[CH:17][C:16]([O:19][CH3:20])=[CH:15][CH:14]=3)[CH:9]=2)[CH:4]=1.[Br:21]Br.O, predict the reaction product. (6) Given the reactants C(=O)([O-])[O-].[Ba+2].C(=O)=O.BrBr.[O:11]=[CH:12][C@@H:13]([C@H:15]([C@@H:17]([C@@H:19]([CH2:21][OH:22])[OH:20])[OH:18])[OH:16])[OH:14], predict the reaction product. The product is: [CH2:21]([OH:22])[C@H:19]1[O:20][C:12](=[O:11])[C@H:13]([OH:14])[C@@H:15]([OH:16])[C@@H:17]1[OH:18]. (7) Given the reactants [N+:1]([C:4]1[CH:10]=[CH:9][C:8]([Cl:11])=[CH:7][C:5]=1[NH2:6])([O-:3])=[O:2].[C:12](Cl)(=[O:17])[C:13]([CH3:16])([CH3:15])[CH3:14].C(N(CC)C(C)C)(C)C.O, predict the reaction product. The product is: [Cl:11][C:8]1[CH:9]=[CH:10][C:4]([N+:1]([O-:3])=[O:2])=[C:5]([NH:6][C:12](=[O:17])[C:13]([CH3:16])([CH3:15])[CH3:14])[CH:7]=1.